From a dataset of Full USPTO retrosynthesis dataset with 1.9M reactions from patents (1976-2016). Predict the reactants needed to synthesize the given product. (1) Given the product [NH:14]1[C:22]2[C:17](=[CH:18][CH:19]=[CH:20][CH:21]=2)[C:16]([CH2:23][C@H:24]([NH:26][CH2:7][C@H:8]([CH3:11])[CH2:9][F:10])[CH3:25])=[CH:15]1, predict the reactants needed to synthesize it. The reactants are: FC(F)(F)S(O[CH2:7][C@H:8]([CH3:11])[CH2:9][F:10])(=O)=O.[NH:14]1[C:22]2[C:17](=[CH:18][CH:19]=[CH:20][CH:21]=2)[C:16]([CH2:23][C@H:24]([NH2:26])[CH3:25])=[CH:15]1.C(N(C(C)C)C(C)C)C. (2) Given the product [N:13]1([CH2:19][CH2:20][O:21][C:22]2[C:31]3[C:26](=[CH:27][CH:28]=[CH:29][CH:30]=3)[C:25]([NH:32][C:10]([C:8]3[CH:7]=[CH:6][C:5]4[S:1][N:2]=[N:3][C:4]=4[CH:9]=3)=[O:12])=[CH:24][CH:23]=2)[CH2:18][CH2:17][O:16][CH2:15][CH2:14]1, predict the reactants needed to synthesize it. The reactants are: [S:1]1[C:5]2[CH:6]=[CH:7][C:8]([C:10]([OH:12])=O)=[CH:9][C:4]=2[N:3]=[N:2]1.[N:13]1([CH2:19][CH2:20][O:21][C:22]2[C:31]3[C:26](=[CH:27][CH:28]=[CH:29][CH:30]=3)[C:25]([NH2:32])=[CH:24][CH:23]=2)[CH2:18][CH2:17][O:16][CH2:15][CH2:14]1. (3) Given the product [CH3:20][CH:19]1[CH2:18][N:17]([CH2:21][C:22]2[CH:27]=[CH:26][C:25]([O:28][C:29]([F:31])([F:30])[F:32])=[CH:24][CH:23]=2)[CH2:16][CH:15]([CH3:33])[N:14]1[S:11]([C:9]1[CH:8]=[CH:7][C:6]([CH3:34])=[C:5]([CH2:4][C:3]([OH:35])=[O:2])[CH:10]=1)(=[O:13])=[O:12], predict the reactants needed to synthesize it. The reactants are: C[O:2][C:3](=[O:35])[CH2:4][C:5]1[CH:10]=[C:9]([S:11]([N:14]2[CH:19]([CH3:20])[CH2:18][N:17]([CH2:21][C:22]3[CH:27]=[CH:26][C:25]([O:28][C:29]([F:32])([F:31])[F:30])=[CH:24][CH:23]=3)[CH2:16][CH:15]2[CH3:33])(=[O:13])=[O:12])[CH:8]=[CH:7][C:6]=1[CH3:34].[Li+].[OH-]. (4) Given the product [CH2:1]([CH:5]([CH2:9][CH:10]=[CH2:11])[CH2:6][OH:7])[CH:2]([CH3:4])[CH3:3], predict the reactants needed to synthesize it. The reactants are: [CH2:1]([CH:5]([CH2:9][CH:10]=[CH2:11])[C:6](O)=[O:7])[CH:2]([CH3:4])[CH3:3].[H-].[Al+3].[Li+].[H-].[H-].[H-].O.[OH-].[Na+]. (5) Given the product [F:19][C:3]1[C:4]([N:9]2[CH2:18][CH2:17][N:16]3[C@H:11]([CH2:12][O:13][CH2:14][CH2:15]3)[CH2:10]2)=[N:5][C:6]([CH3:8])=[N:7][C:2]=1[NH:21][NH2:22], predict the reactants needed to synthesize it. The reactants are: Cl[C:2]1[N:7]=[C:6]([CH3:8])[N:5]=[C:4]([N:9]2[CH2:18][CH2:17][N:16]3[C@H:11]([CH2:12][O:13][CH2:14][CH2:15]3)[CH2:10]2)[C:3]=1[F:19].O.[NH2:21][NH2:22]. (6) Given the product [F:1][C:2]1[CH:3]=[CH:4][C:5]([C:8]([C:15]2[CH:16]=[N:17][C:18]([N:21]3[CH2:26][CH2:25][N:24]([C:27]([O:29][C:5]([CH3:8])([CH3:6])[CH3:4])=[O:28])[CH2:23][CH2:22]3)=[N:19][CH:20]=2)([CH2:13][OH:14])[CH2:9][OH:11])=[CH:6][CH:7]=1, predict the reactants needed to synthesize it. The reactants are: [F:1][C:2]1[CH:7]=[CH:6][C:5]([C:8]([C:15]2[CH:16]=[N:17][C:18]([N:21]3[CH2:26][CH2:25][N:24]([C:27]([O-:29])=[O:28])[CH2:23][CH2:22]3)=[N:19][CH:20]=2)([CH2:13][OH:14])[C:9]([O:11]C)=O)=[CH:4][CH:3]=1.[Li+].[BH4-]. (7) Given the product [Si:1]([O:8][C@@H:9]1[C@H:13]([CH2:14][O:15][Si:16]([C:19]([CH3:22])([CH3:21])[CH3:20])([CH3:18])[CH3:17])[CH2:12][C@@H:11]([NH:23][C:24]2[C:29]([F:30])=[C:28]([NH:42][C@@H:35]3[C:36]4[C:41](=[CH:40][CH:39]=[CH:38][CH:37]=4)[C:33]([CH3:43])([CH3:32])[CH2:34]3)[N:27]=[CH:26][N:25]=2)[CH2:10]1)([C:4]([CH3:7])([CH3:6])[CH3:5])([CH3:3])[CH3:2], predict the reactants needed to synthesize it. The reactants are: [Si:1]([O:8][C@@H:9]1[C@H:13]([CH2:14][O:15][Si:16]([C:19]([CH3:22])([CH3:21])[CH3:20])([CH3:18])[CH3:17])[CH2:12][C@@H:11]([NH:23][C:24]2[C:29]([F:30])=[C:28](Cl)[N:27]=[CH:26][N:25]=2)[CH2:10]1)([C:4]([CH3:7])([CH3:6])[CH3:5])([CH3:3])[CH3:2].[CH3:32][C:33]1([CH3:43])[C:41]2[C:36](=[CH:37][CH:38]=[CH:39][CH:40]=2)[C@@H:35]([NH2:42])[CH2:34]1.C(=O)([O-])[O-].[Na+].[Na+].